Dataset: NCI-60 drug combinations with 297,098 pairs across 59 cell lines. Task: Regression. Given two drug SMILES strings and cell line genomic features, predict the synergy score measuring deviation from expected non-interaction effect. (1) Drug 1: CC12CCC(CC1=CCC3C2CCC4(C3CC=C4C5=CN=CC=C5)C)O. Drug 2: B(C(CC(C)C)NC(=O)C(CC1=CC=CC=C1)NC(=O)C2=NC=CN=C2)(O)O. Cell line: CCRF-CEM. Synergy scores: CSS=35.4, Synergy_ZIP=2.37, Synergy_Bliss=8.23, Synergy_Loewe=-14.4, Synergy_HSA=10.1. (2) Drug 1: CC1=CC2C(CCC3(C2CCC3(C(=O)C)OC(=O)C)C)C4(C1=CC(=O)CC4)C. Drug 2: CN(CCCl)CCCl.Cl. Cell line: 786-0. Synergy scores: CSS=6.05, Synergy_ZIP=-5.85, Synergy_Bliss=-7.29, Synergy_Loewe=-30.6, Synergy_HSA=-8.64. (3) Drug 1: C1=CC=C(C(=C1)C(C2=CC=C(C=C2)Cl)C(Cl)Cl)Cl. Drug 2: CS(=O)(=O)OCCCCOS(=O)(=O)C. Cell line: UACC-257. Synergy scores: CSS=2.27, Synergy_ZIP=-1.04, Synergy_Bliss=0.215, Synergy_Loewe=-1.83, Synergy_HSA=-0.624. (4) Drug 1: C1C(C(OC1N2C=C(C(=O)NC2=O)F)CO)O. Drug 2: C1=NC2=C(N=C(N=C2N1C3C(C(C(O3)CO)O)F)Cl)N. Cell line: EKVX. Synergy scores: CSS=6.41, Synergy_ZIP=-1.08, Synergy_Bliss=0.574, Synergy_Loewe=0.939, Synergy_HSA=-0.149. (5) Drug 1: CNC(=O)C1=CC=CC=C1SC2=CC3=C(C=C2)C(=NN3)C=CC4=CC=CC=N4. Drug 2: COC1=CC(=CC(=C1O)OC)C2C3C(COC3=O)C(C4=CC5=C(C=C24)OCO5)OC6C(C(C7C(O6)COC(O7)C8=CC=CS8)O)O. Cell line: MALME-3M. Synergy scores: CSS=19.9, Synergy_ZIP=-6.90, Synergy_Bliss=-1.14, Synergy_Loewe=-8.92, Synergy_HSA=-1.69. (6) Synergy scores: CSS=-0.338, Synergy_ZIP=0.351, Synergy_Bliss=-0.284, Synergy_Loewe=-3.16, Synergy_HSA=-2.02. Drug 1: C1=CC=C(C(=C1)C(C2=CC=C(C=C2)Cl)C(Cl)Cl)Cl. Cell line: A549. Drug 2: C1C(C(OC1N2C=NC(=NC2=O)N)CO)O.